Dataset: Forward reaction prediction with 1.9M reactions from USPTO patents (1976-2016). Task: Predict the product of the given reaction. (1) Given the reactants [Cl:1][C:2]1[CH:7]=[C:6]([C:8]#[N:9])[CH:5]=[CH:4][C:3]=1[CH3:10].[Li+].CC([N-]C(C)C)C.[O:19]1[C:23]2[C:24]([C:28]([CH3:33])([CH3:32])[CH2:29][CH:30]=[O:31])=[CH:25][CH:26]=[CH:27][C:22]=2[CH2:21][CH2:20]1.[Cl-].[NH4+], predict the reaction product. The product is: [Cl:1][C:2]1[CH:7]=[C:6]([C:8]#[N:9])[CH:5]=[CH:4][C:3]=1[CH2:10][CH:30]([OH:31])[CH2:29][C:28]([C:24]1[C:23]2[O:19][CH2:20][CH2:21][C:22]=2[CH:27]=[CH:26][CH:25]=1)([CH3:33])[CH3:32]. (2) The product is: [N:31]1[CH:27]=[CH:26][CH:25]=[C:24]([C:5]#[C:4][CH2:3][CH2:2][CH2:1][C:6]2([S:13]([C:16]3[CH:21]=[CH:20][C:19]([CH3:22])=[CH:18][CH:17]=3)(=[O:15])=[O:14])[S:10][C:9](=[O:11])[NH:8][C:7]2=[O:12])[CH:23]=1. Given the reactants [CH2:1]([C:6]1([S:13]([C:16]2[CH:21]=[CH:20][C:19]([CH3:22])=[CH:18][CH:17]=2)(=[O:15])=[O:14])[S:10][C:9](=[O:11])[NH:8][C:7]1=[O:12])[CH2:2][CH2:3][C:4]#[CH:5].[CH2:23](O)[CH2:24][CH2:25][C:26]#[CH:27].C([NH:31]CC)C, predict the reaction product. (3) Given the reactants O[CH2:2][CH:3]1[CH2:7][O:6][C:5](=[O:8])[N:4]1[CH2:9][CH2:10][CH2:11][CH2:12][CH2:13][CH2:14][C:15]([O:17][CH2:18][CH3:19])=[O:16].CC(OI1(OC(C)=O)(OC(C)=O)O[C:31](=O)[C:30]2[CH:29]=[CH:28][CH:27]=[CH:26][C:25]1=2)=O.C1C[O:45][CH2:44][CH2:43]1, predict the reaction product. The product is: [O:45]=[C:44]([CH2:31][C:30]1[CH:25]=[CH:26][CH:27]=[CH:28][CH:29]=1)/[CH:43]=[CH:2]/[CH:3]1[CH2:7][O:6][C:5](=[O:8])[N:4]1[CH2:9][CH2:10][CH2:11][CH2:12][CH2:13][CH2:14][C:15]([O:17][CH2:18][CH3:19])=[O:16]. (4) Given the reactants [C:1]([C:4]1[N:9]=[C:8]([C:10]([C:22]2[CH:27]=[CH:26][CH:25]=[C:24]([C:28]([CH3:31])([CH3:30])[CH3:29])[N:23]=2)([C:12]2[CH:17]=[CH:16][CH:15]=[C:14]([C:18]([CH3:21])([CH3:20])[CH3:19])[N:13]=2)O)[CH:7]=[CH:6][CH:5]=1)([OH:3])=[O:2].[PH2](O)=O.I, predict the reaction product. The product is: [C:1]([C:4]1[N:9]=[C:8]([CH:10]([C:22]2[CH:27]=[CH:26][CH:25]=[C:24]([C:28]([CH3:31])([CH3:30])[CH3:29])[N:23]=2)[C:12]2[CH:17]=[CH:16][CH:15]=[C:14]([C:18]([CH3:21])([CH3:20])[CH3:19])[N:13]=2)[CH:7]=[CH:6][CH:5]=1)([OH:3])=[O:2].